Task: Predict which catalyst facilitates the given reaction.. Dataset: Catalyst prediction with 721,799 reactions and 888 catalyst types from USPTO (1) Reactant: [Cl:1][C:2]1[N:11]=[C:10]([N:12]2[CH2:16][CH2:15][C@H:14]([N:17]([CH3:25])C(=O)OC(C)(C)C)[CH2:13]2)[C:9]2[CH2:8][CH2:7][CH2:6][CH2:5][C:4]=2[N:3]=1.[NH2:26][C:27]1[CH:28]=[C:29]([CH:32]=[C:33]([NH2:35])[CH:34]=1)[C:30]#[N:31].C(=O)([O-])[O-].[Cs+].[Cs+]. Product: [ClH:1].[ClH:1].[NH2:26][C:27]1[CH:28]=[C:29]([CH:32]=[C:33]([NH:35][C:2]2[N:11]=[C:10]([N:12]3[CH2:16][CH2:15][C@H:14]([NH:17][CH3:25])[CH2:13]3)[C:9]3[CH2:8][CH2:7][CH2:6][CH2:5][C:4]=3[N:3]=2)[CH:34]=1)[C:30]#[N:31]. The catalyst class is: 584. (2) Reactant: FC(F)(F)C(O)=O.[Cl:8][C:9]1[C:10]([F:37])=[C:11]([CH:15]2[C:19]([C:22]3[CH:27]=[CH:26][C:25]([Cl:28])=[CH:24][CH:23]=3)([C:20]#[N:21])[CH:18]([CH2:29][C:30]([CH3:33])([CH3:32])[CH3:31])[NH:17][CH:16]2[C:34]([OH:36])=O)[CH:12]=[CH:13][CH:14]=1.CC1(C)[O:43][C@H:42]([CH2:44][CH2:45][NH2:46])[CH2:41][O:40]1.CN(C(ON1N=NC2C=CC=NC1=2)=[N+](C)C)C.F[P-](F)(F)(F)(F)F.CCN(C(C)C)C(C)C.Cl. Product: [OH:43][C@@H:42]([CH2:41][OH:40])[CH2:44][CH2:45][NH:46][C:34]([CH:16]1[CH:15]([C:11]2[CH:12]=[CH:13][CH:14]=[C:9]([Cl:8])[C:10]=2[F:37])[C:19]([C:22]2[CH:23]=[CH:24][C:25]([Cl:28])=[CH:26][CH:27]=2)([C:20]#[N:21])[CH:18]([CH2:29][C:30]([CH3:33])([CH3:31])[CH3:32])[NH:17]1)=[O:36]. The catalyst class is: 539. (3) Reactant: [NH2:1][CH2:2][CH:3]1[O:7][C:6](=[O:8])[N:5]([C:9]2[CH:14]=[CH:13][C:12]([N:15]3[CH:19]=[C:18]([CH2:20][N:21]4[CH:25]=[N:24][CH:23]=[N:22]4)[N:17]=[CH:16]3)=[C:11]([F:26])[CH:10]=2)[CH2:4]1.CN1CCOCC1.[F:34][CH:35]([F:39])[C:36](O)=[O:37].CCN=C=NCCCN(C)C.Cl. Product: [F:34][CH:35]([F:39])[C:36]([NH:1][CH2:2][C@@H:3]1[O:7][C:6](=[O:8])[N:5]([C:9]2[CH:14]=[CH:13][C:12]([N:15]3[CH:19]=[C:18]([CH2:20][N:21]4[CH:25]=[N:24][CH:23]=[N:22]4)[N:17]=[CH:16]3)=[C:11]([F:26])[CH:10]=2)[CH2:4]1)=[O:37]. The catalyst class is: 2. (4) Reactant: C([O:4][C@@H:5]([C:21]1[CH:26]=[CH:25][CH:24]=[CH:23][CH:22]=1)[CH2:6][CH2:7][CH2:8][CH2:9][N:10]1[C:18](=[O:19])[C:17]2[C:12](=[CH:13][CH:14]=[CH:15][CH:16]=2)[C:11]1=[O:20])(=O)C.C(=O)([O-])[O-].[K+].[K+].O. Product: [OH:4][C@@H:5]([C:21]1[CH:26]=[CH:25][CH:24]=[CH:23][CH:22]=1)[CH2:6][CH2:7][CH2:8][CH2:9][N:10]1[C:11](=[O:20])[C:12]2[C:17](=[CH:16][CH:15]=[CH:14][CH:13]=2)[C:18]1=[O:19]. The catalyst class is: 5.